From a dataset of Full USPTO retrosynthesis dataset with 1.9M reactions from patents (1976-2016). Predict the reactants needed to synthesize the given product. (1) Given the product [CH2:12]([O:10][C:9](=[O:11])[CH2:8][C:3]1[CH:4]=[CH:5][CH:6]=[CH:7][C:2]=1[OH:1])[C:13]1[CH:18]=[CH:17][CH:16]=[CH:15][CH:14]=1, predict the reactants needed to synthesize it. The reactants are: [OH:1][C:2]1[CH:7]=[CH:6][CH:5]=[CH:4][C:3]=1[CH2:8][C:9]([OH:11])=[O:10].[CH2:12](Br)[C:13]1[CH:18]=[CH:17][CH:16]=[CH:15][CH:14]=1.C(=O)(O)[O-].[Na+]. (2) Given the product [CH2:63]([O:62][CH:61]([O:58][NH:57][C:39]([C:36]1[CH:35]=[N:34][C:33]([N:30]2[CH2:29][CH:28]3[CH:32]([CH:27]3[NH:26][S:23]([C:14]3[CH:15]=[CH:16][C:17]4[C:22](=[CH:21][CH:20]=[CH:19][CH:18]=4)[CH:13]=3)(=[O:25])=[O:24])[CH2:31]2)=[N:38][CH:37]=1)=[O:41])[CH3:60])[CH:7]([CH3:6])[CH3:8], predict the reactants needed to synthesize it. The reactants are: CCN=C=N[CH2:6][CH2:7][CH2:8]N(C)C.Cl.[CH:13]1[C:22]2[C:17](=[CH:18][CH:19]=[CH:20][CH:21]=2)[CH:16]=[CH:15][C:14]=1[S:23]([NH:26][CH:27]1[CH:32]2[CH:28]1[CH2:29][N:30]([C:33]1[N:38]=[CH:37][C:36]([C:39]([OH:41])=O)=[CH:35][N:34]=1)[CH2:31]2)(=[O:25])=[O:24].CCN(CC)CC.C1C=CC2[N:57]([OH:58])N=NC=2C=1.C1[CH2:63][O:62][CH2:61][CH2:60]1. (3) Given the product [CH3:13][S:14][C:15]1[C:16]2[O:17][CH2:18][C:19]3[C:24](=[CH:23][CH:22]=[CH:21][CH:20]=3)[C:25]=2[N:5]=[C:6]([NH2:8])[N:7]=1, predict the reactants needed to synthesize it. The reactants are: [N+]([O-])(O)=O.[NH2:5][C:6]([NH2:8])=[NH:7].CC[O-].[Na+].[CH3:13][S:14][C:15](SC)=[C:16]1[C:25](=O)[C:24]2[C:19](=[CH:20][CH:21]=[CH:22][CH:23]=2)[CH2:18][O:17]1.O. (4) Given the product [CH3:10][O:9][C:7]1[CH:8]=[C:3]([O:2][CH3:1])[N:4]=[C:5]([N:11]([CH2:37][CH3:38])[CH2:12][CH2:13][N:14]2[CH:18]=[C:17]([NH:19][C:20]([C:22]3[N:23]=[CH:24][O:25][C:26]=3[C:27]3[CH:28]=[C:29]([CH3:33])[CH:30]=[CH:31][CH:32]=3)=[O:21])[CH:16]=[N:15]2)[N:6]=1, predict the reactants needed to synthesize it. The reactants are: [CH3:1][O:2][C:3]1[CH:8]=[C:7]([O:9][CH3:10])[N:6]=[C:5]([NH:11][CH2:12][CH2:13][N:14]2[CH:18]=[C:17]([NH:19][C:20]([C:22]3[N:23]=[CH:24][O:25][C:26]=3[C:27]3[CH:28]=[C:29]([CH3:33])[CH:30]=[CH:31][CH:32]=3)=[O:21])[CH:16]=[N:15]2)[N:4]=1.[H-].[Na+].Br[CH2:37][CH3:38].O. (5) Given the product [CH3:25][C:21]1[CH:22]=[CH:23][CH:24]=[C:2]([CH3:1])[C:3]=1[CH2:4][O:5][C:6]1[C:14]2[N:13]=[C:12]([CH3:15])[N:11]([CH3:16])[C:10]=2[CH:9]=[C:8]([C:17]([OH:19])=[O:18])[CH:7]=1, predict the reactants needed to synthesize it. The reactants are: [CH3:1][C:2]1[CH:24]=[CH:23][CH:22]=[C:21]([CH3:25])[C:3]=1[CH2:4][O:5][C:6]1[C:14]2[N:13]=[C:12]([CH3:15])[N:11]([CH3:16])[C:10]=2[CH:9]=[C:8]([C:17]([O:19]C)=[O:18])[CH:7]=1.[OH-].[Na+].Cl. (6) The reactants are: Cl.[C:2](=[NH:8])([O:6][CH3:7])[CH:3]([CH3:5])[CH3:4].C(N(CC)CC)C.[C:16](Cl)(=[O:23])[C:17]1[CH:22]=[CH:21][CH:20]=[CH:19][CH:18]=1. Given the product [CH3:7][O:6][C:2](=[N:8][C:16](=[O:23])[C:17]1[CH:22]=[CH:21][CH:20]=[CH:19][CH:18]=1)[CH:3]([CH3:5])[CH3:4], predict the reactants needed to synthesize it. (7) Given the product [Cl:1][C:2]1[CH:3]=[C:4]2[C:8](=[CH:9][CH:10]=1)[NH:7][CH:6]=[C:5]2[CH2:11][CH2:12][NH:13][C:14]([C:15]1[C:16]([C:28]2[CH:29]=[CH:30][C:25]([C:24]([F:35])([F:34])[F:23])=[CH:26][CH:27]=2)=[CH:17][CH:18]=[CH:19][CH:20]=1)=[O:22], predict the reactants needed to synthesize it. The reactants are: [Cl:1][C:2]1[CH:3]=[C:4]2[C:8](=[CH:9][CH:10]=1)[NH:7][CH:6]=[C:5]2[CH2:11][CH2:12][NH:13][C:14](=[O:22])[C:15]1[CH:20]=[CH:19][CH:18]=[CH:17][C:16]=1I.[F:23][C:24]([F:35])([F:34])[C:25]1[CH:30]=[CH:29][C:28](B(O)O)=[CH:27][CH:26]=1.C(=O)([O-])[O-].[Na+].[Na+].